Dataset: Forward reaction prediction with 1.9M reactions from USPTO patents (1976-2016). Task: Predict the product of the given reaction. (1) Given the reactants [OH:1][C:2]1([CH2:21][N:22]([CH3:33])[C:23]2[CH:32]=[CH:31][C:26]([C:27]([O:29][CH3:30])=[O:28])=[CH:25][CH:24]=2)[CH2:7][CH2:6][N:5]([C:8](=O)[CH2:9][C:10]2[CH:15]=[CH:14][C:13]([S:16]([CH3:19])(=[O:18])=[O:17])=[CH:12][CH:11]=2)[CH2:4][CH2:3]1.O1CCCC1.C(Cl)(Cl)Cl.Cl.CO, predict the reaction product. The product is: [OH:1][C:2]1([CH2:21][N:22]([CH3:33])[C:23]2[CH:24]=[CH:25][C:26]([C:27]([O:29][CH3:30])=[O:28])=[CH:31][CH:32]=2)[CH2:7][CH2:6][N:5]([CH2:8][CH2:9][C:10]2[CH:11]=[CH:12][C:13]([S:16]([CH3:19])(=[O:18])=[O:17])=[CH:14][CH:15]=2)[CH2:4][CH2:3]1. (2) Given the reactants [OH:1][CH:2]1[CH2:16][CH:5]2[CH2:6][N:7]([C:9]([O:11][C:12]([CH3:15])([CH3:14])[CH3:13])=[O:10])[CH2:8][CH:4]2[CH2:3]1.[CH3:17][S:18](Cl)(=[O:20])=[O:19], predict the reaction product. The product is: [CH3:17][S:18]([O:1][CH:2]1[CH2:16][CH:5]2[CH2:6][N:7]([C:9]([O:11][C:12]([CH3:13])([CH3:15])[CH3:14])=[O:10])[CH2:8][CH:4]2[CH2:3]1)(=[O:20])=[O:19]. (3) Given the reactants C(=O)([O-])[O-].[K+].[K+].[CH3:7][O:8][C:9]([C:11]1[C:19]2[C:14](=[CH:15][CH:16]=[C:17]([CH3:20])[CH:18]=2)[NH:13][CH:12]=1)=[O:10].Cl[C:22]1[C:31]2[C:26](=[CH:27][CH:28]=[CH:29][CH:30]=2)[CH:25]=[CH:24][N:23]=1, predict the reaction product. The product is: [CH3:7][O:8][C:9]([C:11]1[C:19]2[C:14](=[CH:15][CH:16]=[C:17]([CH3:20])[CH:18]=2)[N:13]([C:22]2[C:31]3[C:26](=[CH:27][CH:28]=[CH:29][CH:30]=3)[CH:25]=[CH:24][N:23]=2)[CH:12]=1)=[O:10].